Dataset: Catalyst prediction with 721,799 reactions and 888 catalyst types from USPTO. Task: Predict which catalyst facilitates the given reaction. (1) Reactant: [Cl-].[CH3:2][O:3][CH2:4][P+](C1C=CC=CC=1)(C1C=CC=CC=1)C1C=CC=CC=1.C1([Li])C=CC=CC=1.[Cl:31][C:32]1[CH:37]=[CH:36][N:35]=[C:34]([C:38]([CH:40]2[CH2:42][CH2:41]2)=O)[C:33]=1[O:43][CH3:44]. Product: [Cl:31][C:32]1[CH:37]=[CH:36][N:35]=[C:34]([C:38]([CH:40]2[CH2:42][CH2:41]2)=[CH:2][O:3][CH3:4])[C:33]=1[O:43][CH3:44]. The catalyst class is: 28. (2) Reactant: [N:1]([C:4]1[C:5](=[O:12])[N:6]([CH3:11])[C:7](=[O:10])[C:8]=1[Cl:9])=[N+]=[N-].[CH:13]1[CH:18]=[CH:17][C:16]([P:19]([C:26]2[CH:31]=[CH:30][CH:29]=[CH:28][CH:27]=2)[C:20]2[CH:25]=[CH:24][CH:23]=[CH:22][CH:21]=2)=[CH:15][CH:14]=1. Product: [Cl:9][C:8]1[C:7](=[O:10])[N:6]([CH3:11])[C:5](=[O:12])[C:4]=1[N:1]=[P:19]([C:20]1[CH:21]=[CH:22][CH:23]=[CH:24][CH:25]=1)([C:26]1[CH:31]=[CH:30][CH:29]=[CH:28][CH:27]=1)[C:16]1[CH:15]=[CH:14][CH:13]=[CH:18][CH:17]=1. The catalyst class is: 20. (3) Reactant: [CH3:1][N:2]1[CH:6]([CH2:7][C:8]2[CH:13]=[CH:12][C:11]([O:14][C:15]3[CH:20]=[CH:19][C:18]([N+:21]([O-])=O)=[CH:17][CH:16]=3)=[CH:10][CH:9]=2)[CH2:5][O:4][C:3]1=[O:24]. Product: [NH2:21][C:18]1[CH:19]=[CH:20][C:15]([O:14][C:11]2[CH:12]=[CH:13][C:8]([CH2:7][CH:6]3[CH2:5][O:4][C:3](=[O:24])[N:2]3[CH3:1])=[CH:9][CH:10]=2)=[CH:16][CH:17]=1. The catalyst class is: 19. (4) Reactant: Br[C:2]1[N:7]=[CH:6][CH:5]=[CH:4][N:3]=1.C([Li])CCC.[O:13]1[C:17]2([CH2:22][CH2:21][C:20](=[O:23])[CH2:19][CH2:18]2)[O:16][CH2:15][CH2:14]1. Product: [N:3]1[CH:4]=[CH:5][CH:6]=[N:7][C:2]=1[C:20]1([OH:23])[CH2:21][CH2:22][C:17]2([O:16][CH2:15][CH2:14][O:13]2)[CH2:18][CH2:19]1. The catalyst class is: 635. (5) Reactant: [C:1]([C:3]1[C:11]2[C:6](=[CH:7][C:8]([O:12][CH2:13][CH3:14])=[CH:9][CH:10]=2)[N:5]([CH2:15][CH3:16])[C:4]=1[C:17]1[CH:22]=[CH:21][C:20]([NH:23][C:24](=[O:32])[NH:25][CH2:26][C:27]([O:29]CC)=O)=[CH:19][CH:18]=1)#[N:2].CC(C)([O-])C.[K+].C(O)(C)(C)C. Product: [O:32]=[C:24]1[NH:25][CH2:26][C:27](=[O:29])[N:23]1[C:20]1[CH:19]=[CH:18][C:17]([C:4]2[N:5]([CH2:15][CH3:16])[C:6]3[C:11]([C:3]=2[C:1]#[N:2])=[CH:10][CH:9]=[C:8]([O:12][CH2:13][CH3:14])[CH:7]=3)=[CH:22][CH:21]=1. The catalyst class is: 1. (6) Reactant: [Si:1](Cl)([C:4]([CH3:7])([CH3:6])[CH3:5])([CH3:3])[CH3:2].OCC[NH:12][C:13]([CH:15]1[O:20][C:19]2[CH:21]=[CH:22][CH:23]=[CH:24][C:18]=2[NH:17][CH2:16]1)=[O:14].N1[CH:29]=[CH:28]N=C1.CN(C=[O:34])C. Product: [Si:1]([O:34][CH2:28][CH2:29][C:15]1([C:13]([NH2:12])=[O:14])[O:20][C:19]2[CH:21]=[CH:22][CH:23]=[CH:24][C:18]=2[NH:17][CH2:16]1)([C:4]([CH3:7])([CH3:6])[CH3:5])([CH3:3])[CH3:2]. The catalyst class is: 13. (7) Reactant: Br[C:2]1[CH:7]=[CH:6][CH:5]=[C:4]([O:8][CH:9]2[CH2:11][CH2:10]2)[CH:3]=1.CC1(C)[O:17][B:16](B2OC(C)(C)C(C)(C)O2)[O:15]C1(C)C.C(Cl)Cl.CS(C)=O. Product: [CH:9]1([O:8][C:4]2[CH:3]=[C:2]([B:16]([OH:17])[OH:15])[CH:7]=[CH:6][CH:5]=2)[CH2:11][CH2:10]1. The catalyst class is: 13.